Dataset: Full USPTO retrosynthesis dataset with 1.9M reactions from patents (1976-2016). Task: Predict the reactants needed to synthesize the given product. (1) Given the product [O:24]1[C:20]2[CH:19]=[C:18]([NH:17][C:10]3[C:11]4[N:12]([CH:14]=[CH:15][N:16]=4)[CH:13]=[C:8]([C:4]4[CH:3]=[C:2]([NH:1][C:42](=[O:43])[C:41]5[CH:45]=[CH:46][C:38]([C:34]([CH3:36])([CH3:35])[CH3:37])=[CH:39][CH:40]=5)[CH:7]=[CH:6][CH:5]=4)[N:9]=3)[CH:26]=[CH:25][C:21]=2[CH:22]=[N:23]1, predict the reactants needed to synthesize it. The reactants are: [NH2:1][C:2]1[CH:3]=[C:4]([C:8]2[N:9]=[C:10]([NH:17][C:18]3[CH:26]=[CH:25][C:21]4[CH:22]=[N:23][O:24][C:20]=4[CH:19]=3)[C:11]3[N:12]([CH:14]=[CH:15][N:16]=3)[CH:13]=2)[CH:5]=[CH:6][CH:7]=1.C(N(CC)CC)C.[C:34]([C:38]1[CH:46]=[CH:45][C:41]([C:42](Cl)=[O:43])=[CH:40][CH:39]=1)([CH3:37])([CH3:36])[CH3:35]. (2) Given the product [S:10]1[CH:11]=[CH:12][C:8]([C:6]2[N:5]=[C:4]3[CH2:13][CH2:14][CH2:15][C:3]3=[C:2]([NH:16][C:17]3[CH:22]=[CH:21][C:20]([CH2:23][CH2:24][OH:25])=[CH:19][CH:18]=3)[CH:7]=2)=[CH:9]1, predict the reactants needed to synthesize it. The reactants are: Cl[C:2]1[CH:7]=[C:6]([C:8]2[CH:12]=[CH:11][S:10][CH:9]=2)[N:5]=[C:4]2[CH2:13][CH2:14][CH2:15][C:3]=12.[NH2:16][C:17]1[CH:22]=[CH:21][C:20]([CH2:23][CH2:24][OH:25])=[CH:19][CH:18]=1. (3) Given the product [Br:1][C:2]1[C:3]([Cl:17])=[C:4]2[C:9](=[C:10]([CH3:12])[CH:11]=1)[NH:8][C:7]([CH3:14])([CH3:13])[C:6](=[O:15])[C:5]2([CH3:19])[CH3:16], predict the reactants needed to synthesize it. The reactants are: [Br:1][C:2]1[C:3]([Cl:17])=[C:4]2[C:9](=[C:10]([CH3:12])[CH:11]=1)[NH:8][C:7]([CH3:14])([CH3:13])[C:6](=[O:15])[CH:5]2[CH3:16].I[CH3:19].